Dataset: Peptide-MHC class I binding affinity with 185,985 pairs from IEDB/IMGT. Task: Regression. Given a peptide amino acid sequence and an MHC pseudo amino acid sequence, predict their binding affinity value. This is MHC class I binding data. The peptide sequence is LVRDITESL. The MHC is HLA-A03:01 with pseudo-sequence HLA-A03:01. The binding affinity (normalized) is 0.0847.